This data is from Reaction yield outcomes from USPTO patents with 853,638 reactions. The task is: Predict the reaction yield, written as a fraction of the theoretical maximum amount of product (1.0 means a 100% yield; for example, 0.34 means a 34% yield). (1) No catalyst specified. The product is [CH3:22][N:11]([CH2:10][C:2]1[N:3]([CH2:24][CH:25]2[O:30][CH2:29][CH2:28][N:27]([C:31]([O:33][C:34]([CH3:35])([CH3:37])[CH3:36])=[O:32])[CH2:26]2)[C:4]2[CH:9]=[CH:8][CH:7]=[CH:6][C:5]=2[N:1]=1)[CH:12]1[C:21]2[N:20]=[CH:19][CH:18]=[CH:17][C:16]=2[CH2:15][CH2:14][CH2:13]1. The yield is 0.770. The reactants are [NH:1]1[C:5]2[CH:6]=[CH:7][CH:8]=[CH:9][C:4]=2[N:3]=[C:2]1[CH2:10][N:11]([CH3:22])[CH:12]1[C:21]2[N:20]=[CH:19][CH:18]=[CH:17][C:16]=2[CH2:15][CH2:14][CH2:13]1.Cl[CH2:24][CH:25]1[O:30][CH2:29][CH2:28][N:27]([C:31]([O:33][C:34]([CH3:37])([CH3:36])[CH3:35])=[O:32])[CH2:26]1.CN(CC1N(CCN2CCCCC2)C2C=CC=CC=2N=1)C1C2N=CC=CC=2CCC1. (2) The reactants are [CH:1]1([C:6]2([CH2:14][O:15][C:16]3[CH:21]=[CH:20][C:19]([C:22]([CH3:26])([CH3:25])[C:23]#[N:24])=[C:18]([F:27])[CH:17]=3)[CH2:11][C:10](=[O:12])[CH2:9][C:8](=[O:13])[O:7]2)[CH2:5][CH2:4][CH2:3][CH2:2]1.[CH3:28][C:29]1[CH:30]=[N:31][C:32]2[N:33]([N:35]=[C:36]([CH:38]=O)[N:37]=2)[CH:34]=1. The catalyst is CO. The product is [CH:1]1([C:6]2([CH2:14][O:15][C:16]3[CH:21]=[CH:20][C:19]([C:22]([CH3:25])([CH3:26])[C:23]#[N:24])=[C:18]([F:27])[CH:17]=3)[CH2:11][C:10]([OH:12])=[C:9]([CH2:38][C:36]3[N:37]=[C:32]4[N:31]=[CH:30][C:29]([CH3:28])=[CH:34][N:33]4[N:35]=3)[C:8](=[O:13])[O:7]2)[CH2:2][CH2:3][CH2:4][CH2:5]1. The yield is 0.320. (3) The reactants are C([O:3][C:4]([C:6]1[CH:7]=[C:8]2[C:13](=[CH:14][CH:15]=1)[NH:12][CH:11]([C:16]1[CH:21]=[CH:20][CH:19]=[C:18]([NH:22][C:23]([CH3:29])([C:25](=[O:28])[NH:26][CH3:27])[CH3:24])[CH:17]=1)[C:10]([CH3:31])([CH3:30])[CH2:9]2)=[O:5])C.Cl. The catalyst is CO.O1CCCC1.[OH-].[Na+].O. The product is [CH3:30][C:10]1([CH3:31])[CH2:9][C:8]2[C:13](=[CH:14][CH:15]=[C:6]([C:4]([OH:5])=[O:3])[CH:7]=2)[NH:12][CH:11]1[C:16]1[CH:21]=[CH:20][CH:19]=[C:18]([NH:22][C:23]([CH3:29])([C:25](=[O:28])[NH:26][CH3:27])[CH3:24])[CH:17]=1. The yield is 0.340. (4) The product is [Cl:13][C:14]1[CH:15]=[CH:16][C:17]2[C:18]3[N:26]=[C:25]([C:27]4[CH:32]=[CH:31][C:30]([O:33][CH3:34])=[C:29]([F:35])[CH:28]=4)[CH:24]=[C:23]([C:36]([O:38][CH3:39])=[O:37])[C:19]=3[N:20]([CH2:2][C:3]3[CH:8]=[CH:7][C:6]([O:9][CH3:10])=[CH:5][CH:4]=3)[C:21]=2[CH:22]=1. The reactants are Cl[CH2:2][C:3]1[CH:8]=[CH:7][C:6]([O:9][CH3:10])=[CH:5][CH:4]=1.[I-].[Na+].[Cl:13][C:14]1[CH:15]=[CH:16][C:17]2[C:18]3[N:26]=[C:25]([C:27]4[CH:32]=[CH:31][C:30]([O:33][CH3:34])=[C:29]([F:35])[CH:28]=4)[CH:24]=[C:23]([C:36]([O:38][CH3:39])=[O:37])[C:19]=3[NH:20][C:21]=2[CH:22]=1.C([O-])([O-])=O.[K+].[K+]. The yield is 0.610. The catalyst is CN(C=O)C.CCOC(C)=O. (5) The reactants are [O:1]1[CH2:6][CH2:5][CH2:4][CH2:3][CH:2]1[NH:7][C:8]1[S:9][C:10]([C:13]([O:15][CH2:16][CH3:17])=[O:14])=[CH:11][N:12]=1.[H-].[Na+].[CH3:20]I. The catalyst is C1COCC1. The product is [CH3:20][N:7]([CH:2]1[CH2:3][CH2:4][CH2:5][CH2:6][O:1]1)[C:8]1[S:9][C:10]([C:13]([O:15][CH2:16][CH3:17])=[O:14])=[CH:11][N:12]=1. The yield is 0.400.